Dataset: Forward reaction prediction with 1.9M reactions from USPTO patents (1976-2016). Task: Predict the product of the given reaction. (1) Given the reactants [NH2:1][C:2]1[CH:3]=[C:4]([CH:21]=[CH:22][CH:23]=1)[O:5][C:6]1[CH:7]=[CH:8][C:9]2[N:10]([CH:12]=[C:13]([NH:15][C:16]([CH:18]3[CH2:20][CH2:19]3)=[O:17])[N:14]=2)[N:11]=1.[CH3:24][S:25]([CH2:28][C:29](O)=[O:30])(=[O:27])=[O:26].Cl.CN(C)CCCN=C=NCC.ON1C2C=CC=CC=2N=N1.C(N(CC)CC)C, predict the reaction product. The product is: [CH3:24][S:25]([CH2:28][C:29]([NH:1][C:2]1[CH:3]=[C:4]([CH:21]=[CH:22][CH:23]=1)[O:5][C:6]1[CH:7]=[CH:8][C:9]2[N:10]([CH:12]=[C:13]([NH:15][C:16]([CH:18]3[CH2:20][CH2:19]3)=[O:17])[N:14]=2)[N:11]=1)=[O:30])(=[O:27])=[O:26]. (2) Given the reactants [CH2:1]([O:3][C:4](=[O:17])[CH:5]([C:7]1[CH:12]=[CH:11][CH:10]=[C:9]([C:13]([F:16])([F:15])[F:14])[CH:8]=1)[CH3:6])[CH3:2].[Br:18]N1C(=O)CCC1=O, predict the reaction product. The product is: [CH2:1]([O:3][C:4](=[O:17])[C:5]([Br:18])([C:7]1[CH:12]=[CH:11][CH:10]=[C:9]([C:13]([F:15])([F:16])[F:14])[CH:8]=1)[CH3:6])[CH3:2]. (3) Given the reactants Br[C:2]1[C:7]([F:8])=[C:6]([F:9])[C:5]([F:10])=[C:4]([F:11])[C:3]=1Br.[F:13][C:14]1[CH:19]=[CH:18][C:17](B(O)O)=[CH:16][CH:15]=1.[CH3:23][S:24][C:25]1[CH:30]=[CH:29][C:28](B(O)O)=[CH:27][CH:26]=1.C([O-])([O-])=O.[Na+].[Na+], predict the reaction product. The product is: [F:8][C:7]1[C:2]([C:28]2[CH:29]=[CH:30][C:25]([S:24][CH3:23])=[CH:26][CH:27]=2)=[C:3]([C:17]2[CH:18]=[CH:19][C:14]([F:13])=[CH:15][CH:16]=2)[C:4]([F:11])=[C:5]([F:10])[C:6]=1[F:9]. (4) Given the reactants C(OC([N:8]1[CH2:13][CH2:12][C:11]2[N:14]([CH3:41])[C:15]([C:34]3[CH:39]=[CH:38][N:37]=[C:36]([NH2:40])[N:35]=3)=[C:16]([C:17]3[CH:22]=[CH:21][CH:20]=[C:19]([NH:23][S:24]([C:27]4[CH:32]=[CH:31][CH:30]=[C:29]([F:33])[CH:28]=4)(=[O:26])=[O:25])[CH:18]=3)[C:10]=2[C:9]1=[O:42])=O)(C)(C)C, predict the reaction product. The product is: [NH2:40][C:36]1[N:35]=[C:34]([C:15]2[N:14]([CH3:41])[C:11]3[CH2:12][CH2:13][NH:8][C:9](=[O:42])[C:10]=3[C:16]=2[C:17]2[CH:18]=[C:19]([NH:23][S:24]([C:27]3[CH:32]=[CH:31][CH:30]=[C:29]([F:33])[CH:28]=3)(=[O:25])=[O:26])[CH:20]=[CH:21][CH:22]=2)[CH:39]=[CH:38][N:37]=1. (5) Given the reactants [N+:1]([C:4]1[CH:5]=[C:6]([CH:9]=[CH:10][C:11]=1[O:12][C@H:13]1[CH2:17][CH2:16][O:15][CH2:14]1)[C:7]#[N:8])([O-])=O.O.NN, predict the reaction product. The product is: [NH2:1][C:4]1[CH:5]=[C:6]([CH:9]=[CH:10][C:11]=1[O:12][C@H:13]1[CH2:17][CH2:16][O:15][CH2:14]1)[C:7]#[N:8].